From a dataset of NCI-60 drug combinations with 297,098 pairs across 59 cell lines. Regression. Given two drug SMILES strings and cell line genomic features, predict the synergy score measuring deviation from expected non-interaction effect. (1) Synergy scores: CSS=35.9, Synergy_ZIP=1.41, Synergy_Bliss=-0.626, Synergy_Loewe=-48.6, Synergy_HSA=0.856. Drug 1: CC1=C2C(C(=O)C3(C(CC4C(C3C(C(C2(C)C)(CC1OC(=O)C(C(C5=CC=CC=C5)NC(=O)C6=CC=CC=C6)O)O)OC(=O)C7=CC=CC=C7)(CO4)OC(=O)C)O)C)OC(=O)C. Drug 2: COC1=C2C(=CC3=C1OC=C3)C=CC(=O)O2. Cell line: UACC62. (2) Drug 1: CC1C(C(CC(O1)OC2CC(CC3=C2C(=C4C(=C3O)C(=O)C5=C(C4=O)C(=CC=C5)OC)O)(C(=O)C)O)N)O.Cl. Drug 2: C1=NC2=C(N1)C(=S)N=CN2. Cell line: OVCAR-4. Synergy scores: CSS=29.0, Synergy_ZIP=-8.33, Synergy_Bliss=-13.8, Synergy_Loewe=-19.5, Synergy_HSA=-13.0. (3) Drug 1: CC1C(C(CC(O1)OC2CC(CC3=C2C(=C4C(=C3O)C(=O)C5=C(C4=O)C(=CC=C5)OC)O)(C(=O)C)O)N)O.Cl. Drug 2: C1=CC=C(C=C1)NC(=O)CCCCCCC(=O)NO. Cell line: MDA-MB-435. Synergy scores: CSS=21.1, Synergy_ZIP=1.71, Synergy_Bliss=7.37, Synergy_Loewe=3.59, Synergy_HSA=5.42. (4) Drug 1: C1CCN(CC1)CCOC2=CC=C(C=C2)C(=O)C3=C(SC4=C3C=CC(=C4)O)C5=CC=C(C=C5)O. Drug 2: CCCCCOC(=O)NC1=NC(=O)N(C=C1F)C2C(C(C(O2)C)O)O. Cell line: SW-620. Synergy scores: CSS=-6.06, Synergy_ZIP=5.21, Synergy_Bliss=4.27, Synergy_Loewe=-6.29, Synergy_HSA=-3.67. (5) Drug 1: COC1=C(C=C2C(=C1)N=CN=C2NC3=CC(=C(C=C3)F)Cl)OCCCN4CCOCC4. Drug 2: CCC1=CC2CC(C3=C(CN(C2)C1)C4=CC=CC=C4N3)(C5=C(C=C6C(=C5)C78CCN9C7C(C=CC9)(C(C(C8N6C)(C(=O)OC)O)OC(=O)C)CC)OC)C(=O)OC.C(C(C(=O)O)O)(C(=O)O)O. Cell line: IGROV1. Synergy scores: CSS=75.2, Synergy_ZIP=14.0, Synergy_Bliss=13.8, Synergy_Loewe=17.3, Synergy_HSA=20.2.